Binary Classification. Given a drug SMILES string, predict its activity (active/inactive) in a high-throughput screening assay against a specified biological target. From a dataset of Choline transporter screen with 302,306 compounds. (1) The drug is O(C(=O)Cc1c2c([nH]c1)cccc2)CC(=O)Nc1c(c(ccc1)C)C. The result is 0 (inactive). (2) The compound is OC(=O)C1(CCCC1)c1cc(OCCCC)ccc1. The result is 0 (inactive). (3) The drug is S(=O)(=O)(c1c(cccc1)C(=O)Nc1c(OC)cccc1)c1ccc([N+]([O-])=O)cc1. The result is 0 (inactive). (4) The molecule is s1cc(nc1C(C)C)C(=O)N1CC(N2CCN(CC2)c2c(cccc2)C)CCC1. The result is 0 (inactive). (5) The drug is O1C(C(=O)/C(=C(/Nc2c(cccc2)C)C)C1=O)C. The result is 0 (inactive). (6) The compound is Brc1ccc(C2C3=C(N(N(C)C)C(N)=C2C#N)CC(CC3=O)(C)C)cc1. The result is 0 (inactive). (7) The drug is S(=O)(=O)(N1CCOCC1)n1c(nc2c1cccc2)Cc1ccccc1. The result is 0 (inactive). (8) The compound is ClC(Cl)(Cl)COS(=O)(=O)NC(CCOC(=O)C)(C)C. The result is 0 (inactive).